From a dataset of Experimentally validated miRNA-target interactions with 360,000+ pairs, plus equal number of negative samples. Binary Classification. Given a miRNA mature sequence and a target amino acid sequence, predict their likelihood of interaction. (1) The miRNA is mmu-miR-340-5p with sequence UUAUAAAGCAAUGAGACUGAUU. The protein sequence of the target gene is MSVFGKLFGAGGGKAGKGGPTPQEAIQRLRDTEEMLSKKQEFLEKKIEQELTAAKKHGTKNKRAALQALKRKKRYEKQLAQIDGTLSTIEFQREALENANTNTEVLKNMGYAAKAMKAAHDNMDIDKVDELMQDIADQQELAEEISTAISKPVGFGEEFDEDELMAELEELEQEELDKNLLEISGPETVPLPNVPSVALPSKPAKKKEEEDDDMKELENWAGSM. Result: 1 (interaction). (2) The miRNA is hsa-miR-335-5p with sequence UCAAGAGCAAUAACGAAAAAUGU. The protein sequence of the target gene is MRAARAAPLLQLLLLLGPWLEAAGVAESPLPAVVLAILARNAEHSLPHYLGALERLDYPRARMALWCATDHNVDNTTEMLQEWLAAVGDDYAAVVWRPEGEPRFYPDEEGPKHWTKERHQFLMELKQEALTFARNWGADYILFADTDNILTNNQTLRLLMGQGLPVVAPMLDSQTYYSNFWCGITPQGYYRRTAEYFPTKNRQRRGCFRVPMVHSTFLASLRAEGADQLAFYPPHPNYTWPFDDIIVFAYACQAAGVSVHVCNEHRYGYMNVPVKSHQGLEDERVNFIHLILEALVDGPR.... Result: 1 (interaction). (3) The miRNA is mmu-miR-148b-3p with sequence UCAGUGCAUCACAGAACUUUGU. Result: 0 (no interaction). The protein sequence of the target gene is MGAMAYSLLFCLLLAHLGLGEVGASLDPPGRPDSPRERTPRGKQHGQQLPRASAPDPSIPWSRSTDGTILAQKLAEEVPVDVASYLYTGDFHQLKRANCSGRYELAGLPGKSPSLASSHPSLHGALDTLTHATNFLNMMLQSNKSREQTVQDDLQWYQALVRSLLEGEPSISRAAITFSTESLSTPAPQVFLQATREESRILLQDLSSSAHHLANATLETEWFHGLRRKWRPHLHRRGSNQGPRGLGHSWRRRDGLGGDRSHVKWSPPYLECENGSYKPGWLVTLSAAFYGLQPNLVPEF.... (4) The miRNA is mmu-miR-1b-5p with sequence UACAUACUUCUUUACAUUCCA. The protein sequence of the target gene is MEGRNAAAEPFVWVNSASAHSQSVAKAKYEFLFGKSEEKTPDSSDHGGSTLLPPTVTNEFPEYGTMEEGGEGLRASLDFDAKSPPCRLPGQQAVHLLAGQDSILNSVTEGPNDAPQCHPQEQSLQPIDSLISALKATEARIASGTFQATKVLDKDANFSVYQVDKELSTASHKPQRAHRTFPVGPGKSPDIPLSAEVPTEENLSLHIQEDLSALLPEEAQAHRSQITNYRRQGPLRVPESACPVSSSSAGSHNPVDRVGALREQRSDLGREHPRGYDRGGSMGRQGRIKHVEFQGVEILW.... Result: 1 (interaction). (5) The miRNA is hsa-miR-3135b with sequence GGCUGGAGCGAGUGCAGUGGUG. The protein sequence of the target gene is MGPLSAPPCTQHITWKGLLLTASLLNFWNLPTTAQVIIEAKPPKVSEGKDVLLLVHNLPQNLTGYIWYKGQMTDLYHYITSYVVHGQIIYGPAYSGRETVYSNASLLIQNVTQEDAGSYTLHIIKRGDGTGGVTGYFTVTLYSETPKPSISSSNLNPREVMEAVRLICDPETPDASYLWLLNGQNLPMTHRLQLSKTNRTLYLFGVTKYIAGPYECEIRNPVSASRSDPVTLNLLPKLPMPYITINNLNPREKKDVLAFTCEPKSRNYTYIWWLNGQSLPVSPRVKRPIENRILILPSVT.... Result: 0 (no interaction). (6) The miRNA is hsa-miR-4292 with sequence CCCCUGGGCCGGCCUUGG. The protein sequence of the target gene is MAAHEWDWFQREELIGQISDIRVQNLQVERENVQKRTFTRWINLHLEKCNPPLEVKDLFVDIQDGKILMALLEVLSGRNLLHEYKSSSHRIFRLNNIAKALKFLEDSNVKLVSIDAAEIADGNPSLVLGLIWNIILFFQIKELTGNLSRNSPSSSLSPGSGGTDSDSSFPPTPTAERSVAISVKDQRKAIKALLAWVQRKTRKYGVAVQDFAGSWRSGLAFLAVIKAIDPSLVDMKQALENSTRENLEKAFSIAQDALHIPRLLEPEDIMVDTPDEQSIMTYVAQFLERFPELEAEDIFD.... Result: 1 (interaction). (7) The miRNA is hsa-miR-3692-3p with sequence GUUCCACACUGACACUGCAGAAGU. The protein sequence of the target gene is MEGAMAVRVTAAHTAEARAEAGREAGEGGVAAAAALSSGGFLGLPAPFSEEDEDDVHRCGRCQVEFTALEDFVQHKIQKTCHRAPQEALPTTPAATALLDQEVVPTAAEGGPDEPITVAHIVVEATSLAEDISHAPDLVGSGHIKEVIVAAEAEPGDVEMAEAPGSPNHQELGLLGEGEQAHVKLLVNKEGRYVCMLCHKTFKTGSILKAHMVTHSSRKDHECKLCGASFRTKGSLIRHHRRHTDERPYKCAKCGKSFRESGALTRHLKSLTPCTEKIRFSISKDTAVGKEEVPAGSSAS.... Result: 0 (no interaction).